From a dataset of CYP2D6 inhibition data for predicting drug metabolism from PubChem BioAssay. Regression/Classification. Given a drug SMILES string, predict its absorption, distribution, metabolism, or excretion properties. Task type varies by dataset: regression for continuous measurements (e.g., permeability, clearance, half-life) or binary classification for categorical outcomes (e.g., BBB penetration, CYP inhibition). Dataset: cyp2d6_veith. (1) The molecule is CO[C@H]1COC(=O)[C@H](C)NC(=O)[C@@H](C)COC(=O)C/C=C\[C@@H]1C. The result is 0 (non-inhibitor). (2) The compound is COc1ncc2nc(-c3ccc(F)cc3)c(=O)n(C3CC3)c2n1. The result is 0 (non-inhibitor). (3) The molecule is CCN(CC(=O)Nc1ccc2c(c1)OCCO2)C(=O)c1cccc(S(=O)(=O)N2CCOCC2)c1. The result is 0 (non-inhibitor). (4) The compound is COc1ccccc1CN1C(=O)c2ccncc2C1=O. The result is 0 (non-inhibitor).